From a dataset of Full USPTO retrosynthesis dataset with 1.9M reactions from patents (1976-2016). Predict the reactants needed to synthesize the given product. Given the product [Cl:17][C:18]1[C:19]([O:59][CH2:58][C:51]23[CH2:56][CH:55]4[CH2:54][CH:53]([CH2:57][CH:49]([C:48]4([F:47])[F:60])[CH2:50]2)[CH2:52]3)=[CH:20][C:21]([F:33])=[C:22]([CH:32]=1)[C:23]([NH:25][S:26](=[O:31])(=[O:30])[N:27]([CH3:29])[CH3:28])=[O:24], predict the reactants needed to synthesize it. The reactants are: ClC1C(F)=CC(F)=C(C=1)C(NS(C)(=O)=O)=O.[Cl:17][C:18]1[C:19](F)=[CH:20][C:21]([F:33])=[C:22]([CH:32]=1)[C:23]([NH:25][S:26](=[O:31])(=[O:30])[N:27]([CH3:29])[CH3:28])=[O:24].C12(CO)CC3CC(CC(C3)C1)C2.[F:47][C:48]1([F:60])[CH:55]2[CH2:56][C:51]3([CH2:58][OH:59])[CH2:52][CH:53]([CH2:57][CH:49]1[CH2:50]3)[CH2:54]2.